Dataset: Full USPTO retrosynthesis dataset with 1.9M reactions from patents (1976-2016). Task: Predict the reactants needed to synthesize the given product. Given the product [F:1][C:2]([F:7])([F:6])[C:3]([OH:5])=[O:4].[Cl:15][C:16]1[CH:17]=[N:18][C:19]2[NH:20][C:21]3[CH:22]=[CH:23][CH:24]=[C:25]([CH:46]=3)[CH2:26][CH2:27][C:28]3[CH:36]=[C:32]([NH:33][C:34]=1[N:35]=2)[CH:31]=[CH:30][C:29]=3[NH:37][C:38]([CH:40]1[CH2:45][CH2:44][N:43]([C:48]([NH:47][C:50]2[CH:55]=[CH:54][CH:53]=[C:52]([O:56][CH3:57])[CH:51]=2)=[O:49])[CH2:42][CH2:41]1)=[O:39], predict the reactants needed to synthesize it. The reactants are: [F:1][C:2]([F:7])([F:6])[C:3]([OH:5])=[O:4].FC(F)(F)C(O)=O.[Cl:15][C:16]1[CH:17]=[N:18][C:19]2[NH:20][C:21]3[CH:22]=[CH:23][CH:24]=[C:25]([CH:46]=3)[CH2:26][CH2:27][C:28]3[CH:36]=[C:32]([NH:33][C:34]=1[N:35]=2)[CH:31]=[CH:30][C:29]=3[NH:37][C:38]([CH:40]1[CH2:45][CH2:44][NH:43][CH2:42][CH2:41]1)=[O:39].[N:47]([C:50]1[CH:55]=[CH:54][CH:53]=[C:52]([O:56][CH3:57])[CH:51]=1)=[C:48]=[O:49].